Dataset: Peptide-MHC class II binding affinity with 134,281 pairs from IEDB. Task: Regression. Given a peptide amino acid sequence and an MHC pseudo amino acid sequence, predict their binding affinity value. This is MHC class II binding data. (1) The peptide sequence is YPFIEQEGPEFFDQE. The MHC is H-2-IAd with pseudo-sequence H-2-IAd. The binding affinity (normalized) is 0. (2) The peptide sequence is DTPSPKEYKKGDTTTGVY. The MHC is DRB5_0101 with pseudo-sequence DRB5_0101. The binding affinity (normalized) is 0.0381. (3) The peptide sequence is SEDLLKAVLGAKRKL. The MHC is DRB1_0101 with pseudo-sequence DRB1_0101. The binding affinity (normalized) is 0.512. (4) The peptide sequence is MGGLWKYLNAVSLCI. The MHC is DRB1_0801 with pseudo-sequence DRB1_0801. The binding affinity (normalized) is 0.536. (5) The peptide sequence is RNSRWSSPDNVKPLY. The MHC is DRB3_0202 with pseudo-sequence DRB3_0202. The binding affinity (normalized) is 0.122. (6) The peptide sequence is ILGLNKIVRMY. The MHC is DRB1_1101 with pseudo-sequence DRB1_1101. The binding affinity (normalized) is 0.294. (7) The peptide sequence is TKVTFHVVGVGPLLH. The MHC is DRB1_0405 with pseudo-sequence DRB1_0405. The binding affinity (normalized) is 0.631.